This data is from Catalyst prediction with 721,799 reactions and 888 catalyst types from USPTO. The task is: Predict which catalyst facilitates the given reaction. (1) Reactant: [C:1]([C:5]1[CH:6]=[C:7]([Mg]Br)[CH:8]=[C:9]([C:11]([CH3:14])([CH3:13])[CH3:12])[CH:10]=1)([CH3:4])([CH3:3])[CH3:2].Cl[C:18]1[CH:26]=[C:25]([CH3:27])[CH:24]=[C:23]2[C:19]=1[CH2:20][CH:21]([CH3:30])[CH:22]2[O:28][CH3:29].O. Product: [C:1]([C:5]1[CH:6]=[C:7]([C:18]2[CH:26]=[C:25]([CH3:27])[CH:24]=[C:23]3[C:19]=2[CH2:20][CH:21]([CH3:30])[CH:22]3[O:28][CH3:29])[CH:8]=[C:9]([C:11]([CH3:14])([CH3:13])[CH3:12])[CH:10]=1)([CH3:4])([CH3:3])[CH3:2]. The catalyst class is: 1. (2) Reactant: C(N(CC)CC)C.FC(F)(F)C(O)=O.[CH2:15]([O:17][CH2:18][C:19]1[N:20]([CH2:33][CH2:34][NH2:35])[C:21]2[C:26]([CH3:27])=[C:25]([CH3:28])[N:24]3[N:29]=[N:30][N:31]=[C:23]3[C:22]=2[N:32]=1)[CH3:16].[CH3:36][S:37](Cl)(=[O:39])=[O:38]. Product: [CH2:15]([O:17][CH2:18][C:19]1[N:20]([CH2:33][CH2:34][NH:35][S:37]([CH3:36])(=[O:39])=[O:38])[C:21]2[C:26]([CH3:27])=[C:25]([CH3:28])[N:24]3[N:29]=[N:30][N:31]=[C:23]3[C:22]=2[N:32]=1)[CH3:16]. The catalyst class is: 4. (3) Reactant: [NH2:1][C:2]1[CH:31]=[CH:30][C:5]([C:6]([N:8]2[CH2:13][CH2:12][N:11]([CH2:14][C:15]3[CH:16]=[C:17]([CH:27]=[CH:28][CH:29]=3)[C:18]([NH:20][CH:21]3[CH2:24][C:23]([F:26])([F:25])[CH2:22]3)=[O:19])[CH2:10][CH2:9]2)=[O:7])=[CH:4][C:3]=1[F:32].C(N(C(C)C)C(C)C)C.[C:42](=[O:53])(OC(Cl)(Cl)Cl)OC(Cl)(Cl)Cl.[CH:54]1([CH2:57][NH2:58])[CH2:56][CH2:55]1. Product: [CH:54]1([CH2:57][NH:58][C:42](=[O:53])[NH:1][C:2]2[CH:31]=[CH:30][C:5]([C:6]([N:8]3[CH2:13][CH2:12][N:11]([CH2:14][C:15]4[CH:16]=[C:17]([CH:27]=[CH:28][CH:29]=4)[C:18]([NH:20][CH:21]4[CH2:22][C:23]([F:26])([F:25])[CH2:24]4)=[O:19])[CH2:10][CH2:9]3)=[O:7])=[CH:4][C:3]=2[F:32])[CH2:56][CH2:55]1. The catalyst class is: 4. (4) Reactant: [F:1][C:2]1[CH:3]=[C:4]([CH:7]=[CH:8][CH:9]=1)[CH2:5]Br.[CH2:10]([NH:17][C:18](=[O:40])[N:19]([C:21]1[CH:22]=[C:23]([C:27]2[CH:32]=[CH:31][C:30]([CH2:33][CH2:34][C:35]([O:37][CH3:38])=[O:36])=[CH:29][C:28]=2[OH:39])[CH:24]=[CH:25][CH:26]=1)[CH3:20])[CH2:11][CH2:12][CH2:13][CH2:14][CH2:15][CH3:16].C(=O)([O-])[O-].[K+].[K+]. Product: [F:1][C:2]1[CH:3]=[C:4]([CH:7]=[CH:8][CH:9]=1)[CH2:5][O:39][C:28]1[CH:29]=[C:30]([CH2:33][CH2:34][C:35]([O:37][CH3:38])=[O:36])[CH:31]=[CH:32][C:27]=1[C:23]1[CH:24]=[CH:25][CH:26]=[C:21]([N:19]([CH3:20])[C:18]([NH:17][CH2:10][CH2:11][CH2:12][CH2:13][CH2:14][CH2:15][CH3:16])=[O:40])[CH:22]=1. The catalyst class is: 311. (5) Reactant: [F-].C([N+](CCCC)(CCCC)CCCC)CCC.C([Si](C)(C)[O:24][CH2:25][CH2:26][O:27][NH:28][C:29](=[O:53])[C:30]1[CH:35]=[C:34]([CH2:36][NH:37][C:38](=[O:41])[CH2:39][OH:40])[C:33]([F:42])=[C:32]([F:43])[C:31]=1[NH:44][C:45]1[CH:50]=[CH:49][C:48]([I:51])=[CH:47][C:46]=1[F:52])(C)(C)C. Product: [F:43][C:32]1[C:31]([NH:44][C:45]2[CH:50]=[CH:49][C:48]([I:51])=[CH:47][C:46]=2[F:52])=[C:30]([CH:35]=[C:34]([CH2:36][NH:37][C:38](=[O:41])[CH2:39][OH:40])[C:33]=1[F:42])[C:29]([NH:28][O:27][CH2:26][CH2:25][OH:24])=[O:53]. The catalyst class is: 7. (6) Reactant: [N:1]1([CH2:7][CH2:8][CH2:9][O:10][C:11]2[CH:16]=[CH:15][C:14]([N:17]3[CH2:22][CH2:21][N:20]([C:23]([C:25]4[CH:34]=[CH:33][C:28]([C:29]([O:31]C)=[O:30])=[CH:27][CH:26]=4)=[O:24])[CH2:19][CH2:18]3)=[CH:13][CH:12]=2)[CH2:6][CH2:5][CH2:4][CH2:3][CH2:2]1.[OH-].[Li+].C(O)(=O)C. Product: [N:1]1([CH2:7][CH2:8][CH2:9][O:10][C:11]2[CH:12]=[CH:13][C:14]([N:17]3[CH2:18][CH2:19][N:20]([C:23]([C:25]4[CH:34]=[CH:33][C:28]([C:29]([OH:31])=[O:30])=[CH:27][CH:26]=4)=[O:24])[CH2:21][CH2:22]3)=[CH:15][CH:16]=2)[CH2:2][CH2:3][CH2:4][CH2:5][CH2:6]1. The catalyst class is: 24. (7) Reactant: [Br:1][C:2]1[CH:3]=[CH:4][C:5]2[O:14][C:13]3[C:12](=[O:15])[NH:11][C:10]([CH2:16]Cl)=[N:9][C:8]=3[C:6]=2[CH:7]=1.[Si]([O:25][C@@H:26]1[C@@H:30]([O:31][Si](C(C)(C)C)(C)C)[CH2:29][NH:28][CH2:27]1)(C(C)(C)C)(C)C.Cl. Product: [Br:1][C:2]1[CH:3]=[CH:4][C:5]2[O:14][C:13]3[C:12](=[O:15])[NH:11][C:10]([CH2:16][N:28]4[CH2:29][C@H:30]([OH:31])[C@@H:26]([OH:25])[CH2:27]4)=[N:9][C:8]=3[C:6]=2[CH:7]=1. The catalyst class is: 8. (8) Reactant: [CH2:1]([O:5][C:6]1[C:15]2[C:10](=[CH:11][C:12]([F:16])=[CH:13][CH:14]=2)[C:9](=[O:17])[N:8]([CH2:18][C:19]([CH3:22])([CH3:21])[CH3:20])[C:7]=1[CH2:23]O)[CH2:2][CH2:3][CH3:4].S(Cl)([Cl:27])=O.C(=O)([O-])O.[Na+]. Product: [CH2:1]([O:5][C:6]1[C:15]2[C:10](=[CH:11][C:12]([F:16])=[CH:13][CH:14]=2)[C:9](=[O:17])[N:8]([CH2:18][C:19]([CH3:22])([CH3:21])[CH3:20])[C:7]=1[CH2:23][Cl:27])[CH2:2][CH2:3][CH3:4]. The catalyst class is: 207.